Task: Predict the reaction yield, written as a fraction of the theoretical maximum amount of product (1.0 means a 100% yield; for example, 0.34 means a 34% yield).. Dataset: Reaction yield outcomes from USPTO patents with 853,638 reactions The reactants are [F:1][C:2]1[CH:7]=[C:6]([O:8][C:9]2[CH:14]=[CH:13][N:12]=[C:11]([NH:15]C(=O)COC)[CH:10]=2)[C:5]([F:21])=[CH:4][C:3]=1[NH:22][C:23]([C:25]1([C:28]([NH:30][C:31]2[CH:36]=[CH:35][C:34]([F:37])=[CH:33][CH:32]=2)=[O:29])[CH2:27][CH2:26]1)=[O:24].[C:38]([O:42][C:43]([N:45]1[CH2:48][CH:47]([C:49]([OH:51])=O)[CH2:46]1)=[O:44])([CH3:41])([CH3:40])[CH3:39].CN(C(ON1N=NC2C=CC=NC1=2)=[N+](C)C)C.F[P-](F)(F)(F)(F)F.CCN(C(C)C)C(C)C. The catalyst is CN(C=O)C. The product is [F:21][C:5]1[CH:4]=[C:3]([NH:22][C:23]([C:25]2([C:28](=[O:29])[NH:30][C:31]3[CH:36]=[CH:35][C:34]([F:37])=[CH:33][CH:32]=3)[CH2:27][CH2:26]2)=[O:24])[C:2]([F:1])=[CH:7][C:6]=1[O:8][C:9]1[CH:14]=[CH:13][N:12]=[C:11]([NH:15][C:49]([CH:47]2[CH2:46][N:45]([C:43]([O:42][C:38]([CH3:39])([CH3:40])[CH3:41])=[O:44])[CH2:48]2)=[O:51])[CH:10]=1. The yield is 0.400.